From a dataset of Forward reaction prediction with 1.9M reactions from USPTO patents (1976-2016). Predict the product of the given reaction. (1) Given the reactants [CH2:1]([O:8][C:9]1[C:10]([NH:37][C:38]2[CH:43]=[CH:42][CH:41]=[CH:40][C:39]=2[N+:44]([O-:46])=[O:45])=[C:11](Br)[C:12]2[CH2:13][C@H:14]3[N:25]([C:26]([O:28][CH2:29][C:30]4[CH:35]=[CH:34][CH:33]=[CH:32][CH:31]=4)=[O:27])[CH2:24][CH2:23][C@@:20]4([C:21]=2[CH:22]=1)[C@H:15]3[CH2:16][CH2:17][CH2:18][CH2:19]4)[C:2]1[CH:7]=[CH:6][CH:5]=[CH:4][CH:3]=1.[CH3:47]B1OB(C)OB(C)O1.C([O-])([O-])=O.[K+].[K+].C(Cl)Cl, predict the reaction product. The product is: [CH2:1]([O:8][C:9]1[C:10]([NH:37][C:38]2[CH:43]=[CH:42][CH:41]=[CH:40][C:39]=2[N+:44]([O-:46])=[O:45])=[C:11]([CH3:47])[C:12]2[CH2:13][C@H:14]3[N:25]([C:26]([O:28][CH2:29][C:30]4[CH:35]=[CH:34][CH:33]=[CH:32][CH:31]=4)=[O:27])[CH2:24][CH2:23][C@@:20]4([C:21]=2[CH:22]=1)[C@H:15]3[CH2:16][CH2:17][CH2:18][CH2:19]4)[C:2]1[CH:7]=[CH:6][CH:5]=[CH:4][CH:3]=1. (2) Given the reactants [CH3:1][O:2][C:3](=[O:26])[CH2:4][C@H:5]1[C:9]2[CH:10]=[CH:11][C:12]([O:14][C@H:15]3[C:23]4[C:18](=[C:19](Br)[CH:20]=[CH:21][C:22]=4[F:24])[CH2:17][CH2:16]3)=[CH:13][C:8]=2[O:7][CH2:6]1.[Br-].[C:28]([C:30]1[CH:37]=[CH:36][C:33]([CH2:34][Zn+])=[CH:32][CH:31]=1)#[N:29], predict the reaction product. The product is: [CH3:1][O:2][C:3](=[O:26])[CH2:4][C@H:5]1[C:9]2[CH:10]=[CH:11][C:12]([O:14][C@H:15]3[C:23]4[C:18](=[C:19]([CH2:34][C:33]5[CH:36]=[CH:37][C:30]([C:28]#[N:29])=[CH:31][CH:32]=5)[CH:20]=[CH:21][C:22]=4[F:24])[CH2:17][CH2:16]3)=[CH:13][C:8]=2[O:7][CH2:6]1.